This data is from NCI-60 drug combinations with 297,098 pairs across 59 cell lines. The task is: Regression. Given two drug SMILES strings and cell line genomic features, predict the synergy score measuring deviation from expected non-interaction effect. (1) Drug 1: C1=CN(C=N1)CC(O)(P(=O)(O)O)P(=O)(O)O. Drug 2: C1C(C(OC1N2C=NC(=NC2=O)N)CO)O. Cell line: A498. Synergy scores: CSS=-2.19, Synergy_ZIP=-0.605, Synergy_Bliss=-8.09, Synergy_Loewe=-7.24, Synergy_HSA=-11.7. (2) Synergy scores: CSS=46.1, Synergy_ZIP=5.17, Synergy_Bliss=6.79, Synergy_Loewe=-27.0, Synergy_HSA=3.36. Drug 2: CN(C)C1=NC(=NC(=N1)N(C)C)N(C)C. Drug 1: CC1=C2C(C(=O)C3(C(CC4C(C3C(C(C2(C)C)(CC1OC(=O)C(C(C5=CC=CC=C5)NC(=O)OC(C)(C)C)O)O)OC(=O)C6=CC=CC=C6)(CO4)OC(=O)C)OC)C)OC. Cell line: SF-268. (3) Drug 1: C1=CC(=CC=C1CCCC(=O)O)N(CCCl)CCCl. Drug 2: CC1=C(C(CCC1)(C)C)C=CC(=CC=CC(=CC(=O)O)C)C. Cell line: SK-OV-3. Synergy scores: CSS=22.0, Synergy_ZIP=4.83, Synergy_Bliss=4.38, Synergy_Loewe=13.1, Synergy_HSA=7.36. (4) Drug 1: COC1=CC(=CC(=C1O)OC)C2C3C(COC3=O)C(C4=CC5=C(C=C24)OCO5)OC6C(C(C7C(O6)COC(O7)C8=CC=CS8)O)O. Drug 2: C1=CN(C=N1)CC(O)(P(=O)(O)O)P(=O)(O)O. Cell line: OVCAR-4. Synergy scores: CSS=5.14, Synergy_ZIP=-3.29, Synergy_Bliss=-3.14, Synergy_Loewe=-0.939, Synergy_HSA=-0.694. (5) Drug 1: C1=CC(=CC=C1CCC2=CNC3=C2C(=O)NC(=N3)N)C(=O)NC(CCC(=O)O)C(=O)O. Drug 2: CC1=C(C=C(C=C1)C(=O)NC2=CC(=CC(=C2)C(F)(F)F)N3C=C(N=C3)C)NC4=NC=CC(=N4)C5=CN=CC=C5. Cell line: U251. Synergy scores: CSS=30.8, Synergy_ZIP=0.530, Synergy_Bliss=-1.61, Synergy_Loewe=-18.6, Synergy_HSA=-2.82. (6) Drug 1: CC12CCC3C(C1CCC2NC(=O)OCC(F)(F)F)CCC4C3(C=CC(=O)N4C)C. Drug 2: CN(C)C(=N)N=C(N)N. Cell line: OVCAR3. Synergy scores: CSS=-4.98, Synergy_ZIP=0.982, Synergy_Bliss=-1.91, Synergy_Loewe=-9.38, Synergy_HSA=-5.08. (7) Drug 2: C1=NC2=C(N1)C(=S)N=C(N2)N. Synergy scores: CSS=19.7, Synergy_ZIP=-1.96, Synergy_Bliss=0.474, Synergy_Loewe=-6.17, Synergy_HSA=0.897. Cell line: HCC-2998. Drug 1: C1=C(C(=O)NC(=O)N1)N(CCCl)CCCl. (8) Drug 1: CN1CCC(CC1)COC2=C(C=C3C(=C2)N=CN=C3NC4=C(C=C(C=C4)Br)F)OC. Drug 2: CS(=O)(=O)CCNCC1=CC=C(O1)C2=CC3=C(C=C2)N=CN=C3NC4=CC(=C(C=C4)OCC5=CC(=CC=C5)F)Cl. Cell line: MDA-MB-231. Synergy scores: CSS=8.24, Synergy_ZIP=0.503, Synergy_Bliss=3.58, Synergy_Loewe=-2.23, Synergy_HSA=0.514. (9) Drug 1: CCCS(=O)(=O)NC1=C(C(=C(C=C1)F)C(=O)C2=CNC3=C2C=C(C=N3)C4=CC=C(C=C4)Cl)F. Drug 2: CC1=C(C(=CC=C1)Cl)NC(=O)C2=CN=C(S2)NC3=CC(=NC(=N3)C)N4CCN(CC4)CCO. Cell line: NCI-H322M. Synergy scores: CSS=-12.6, Synergy_ZIP=5.79, Synergy_Bliss=0.142, Synergy_Loewe=-7.90, Synergy_HSA=-5.85. (10) Drug 1: C1=C(C(=O)NC(=O)N1)F. Drug 2: CN(C(=O)NC(C=O)C(C(C(CO)O)O)O)N=O. Cell line: NCI-H460. Synergy scores: CSS=40.4, Synergy_ZIP=-4.64, Synergy_Bliss=-12.5, Synergy_Loewe=-32.0, Synergy_HSA=-12.5.